Dataset: Plasma protein binding rate (PPBR) regression data from AstraZeneca. Task: Regression/Classification. Given a drug SMILES string, predict its absorption, distribution, metabolism, or excretion properties. Task type varies by dataset: regression for continuous measurements (e.g., permeability, clearance, half-life) or binary classification for categorical outcomes (e.g., BBB penetration, CYP inhibition). For this dataset (ppbr_az), we predict Y. (1) The molecule is CCOC(=O)c1ncn2c1CN(C)C(=O)c1cc(F)ccc1-2. The Y is 55.7 %. (2) The drug is Nc1nc(O)c(Cl)c(-c2ccccc2)n1. The Y is 95.2 %. (3) The compound is CC(=O)NC[C@H]1CN(c2ccc(N3CCOCC3)c(F)c2)C(=O)O1. The Y is 22.8 %. (4) The molecule is CC1=NC(c2cccc(-c3cncc(Cl)c3)c2)(C2CC2)N=C1N. The Y is 93.5 %. (5) The drug is Cc1c(Sc2ccc(Cl)cc2)c2c(-c3cnccn3)cccc2n1CC(=O)O. The Y is 98.8 %.